This data is from Full USPTO retrosynthesis dataset with 1.9M reactions from patents (1976-2016). The task is: Predict the reactants needed to synthesize the given product. (1) Given the product [C:1]([C:4]1[S:5][CH:6]=[C:7]([C:9]([NH:12][C@H:13]([CH3:29])[CH2:14][N:15]2[CH:19]=[CH:18][C:17]([C:20]3[CH:27]=[CH:26][C:23]([C:24]#[N:25])=[C:22]([Cl:28])[CH:21]=3)=[N:16]2)=[O:11])[N:8]=1)(=[O:3])[CH3:2], predict the reactants needed to synthesize it. The reactants are: [C:1]([C:4]1[S:5][CH:6]=[C:7]([C:9]([OH:11])=O)[N:8]=1)(=[O:3])[CH3:2].[NH2:12][C@H:13]([CH3:29])[CH2:14][N:15]1[CH:19]=[CH:18][C:17]([C:20]2[CH:27]=[CH:26][C:23]([C:24]#[N:25])=[C:22]([Cl:28])[CH:21]=2)=[N:16]1. (2) The reactants are: [F:1][C:2]1[CH:7]=[CH:6][C:5]([S:8][C:9]2[C:18]([O:19]C)=[CH:17][CH:16]=[C:15]3[C:10]=2[CH:11]=[CH:12][C:13]([S:21]([CH3:24])(=[O:23])=[O:22])=[N:14]3)=[CH:4][CH:3]=1.[Li+].[Cl-]. Given the product [F:1][C:2]1[CH:3]=[CH:4][C:5]([S:8][C:9]2[C:18]([OH:19])=[CH:17][CH:16]=[C:15]3[C:10]=2[CH:11]=[CH:12][C:13]([S:21]([CH3:24])(=[O:22])=[O:23])=[N:14]3)=[CH:6][CH:7]=1, predict the reactants needed to synthesize it. (3) Given the product [NH2:9][C:7]1[CH:6]=[CH:5][C:4]([C:12]2[CH:13]=[N:14][C:15]3[N:16]([N:19]=[CH:20][CH:21]=3)[C:17]=2[NH2:18])=[C:3]([O:2][CH3:1])[CH:8]=1, predict the reactants needed to synthesize it. The reactants are: [CH3:1][O:2][C:3]1[CH:8]=[C:7]([N+:9]([O-])=O)[CH:6]=[CH:5][C:4]=1[C:12]1[CH:13]=[N:14][C:15]2[N:16]([N:19]=[CH:20][CH:21]=2)[C:17]=1[NH2:18]. (4) The reactants are: [Br:1][C:2]1[CH:3]=[C:4]([CH:7]=[C:8]([C:10]([F:13])([F:12])[F:11])[CH:9]=1)[CH:5]=O.[CH3:14][NH:15][CH3:16].O1CCCC1.C(O[BH-](OC(=O)C)OC(=O)C)(=O)C.[Na+]. Given the product [Br:1][C:2]1[CH:3]=[C:4]([CH2:5][N:15]([CH3:16])[CH3:14])[CH:7]=[C:8]([C:10]([F:13])([F:12])[F:11])[CH:9]=1, predict the reactants needed to synthesize it. (5) The reactants are: [Cl:1][C:2]1[C:11]2[C:6](=[CH:7][CH:8]=[C:9]([I:12])[CH:10]=2)[N:5]=[CH:4][N:3]=1.[Cl:13][C:14]1[CH:15]=[C:16]([CH:18]=[CH:19][C:20]=1[OH:21])[NH2:17]. Given the product [ClH:1].[Cl:13][C:14]1[CH:15]=[C:16]([NH:17][C:2]2[C:11]3[C:6](=[CH:7][CH:8]=[C:9]([I:12])[CH:10]=3)[N:5]=[CH:4][N:3]=2)[CH:18]=[CH:19][C:20]=1[OH:21], predict the reactants needed to synthesize it. (6) Given the product [CH3:8][Si:7]([CH3:10])([CH3:9])[N:1]1[CH2:5][CH2:4][CH2:3][CH2:2]1, predict the reactants needed to synthesize it. The reactants are: [NH:1]1[CH2:5][CH2:4][CH2:3][CH2:2]1.Cl[Si:7]([CH3:10])([CH3:9])[CH3:8]. (7) Given the product [F:1][C:2]1[C:3]([O:20][CH3:21])=[C:4]([CH:8]([CH3:19])[CH:9]([CH3:18])[C:10]([C:13]([F:16])([F:15])[F:14])([OH:17])[CH:11]=[N:22][C:23]2[CH:32]=[C:31]([F:33])[CH:30]=[C:29]3[C:24]=2[CH:25]=[N:26][C:27]([CH3:34])=[N:28]3)[CH:5]=[CH:6][CH:7]=1, predict the reactants needed to synthesize it. The reactants are: [F:1][C:2]1[C:3]([O:20][CH3:21])=[C:4]([CH:8]([CH3:19])[CH:9]([CH3:18])[C:10]([OH:17])([C:13]([F:16])([F:15])[F:14])[CH:11]=O)[CH:5]=[CH:6][CH:7]=1.[NH2:22][C:23]1[CH:32]=[C:31]([F:33])[CH:30]=[C:29]2[C:24]=1[CH:25]=[N:26][C:27]([CH3:34])=[N:28]2.O. (8) Given the product [CH3:28][N:29]([CH2:30][C:31]1[N:32]=[C:33]([NH:36][C:4]([C:6]2[CH:15]=[CH:14][C:13]([C:16]3[C:21]([F:22])=[C:20]([O:23][CH3:24])[CH:19]=[C:18]([O:25][CH3:26])[C:17]=3[F:27])=[C:12]3[C:7]=2[N:8]=[CH:46][CH:42]=[CH:43]3)=[O:3])[NH:34][CH:35]=1)[CH3:39], predict the reactants needed to synthesize it. The reactants are: C([O:3][C:4]([C:6]1[C:7]2[N:8]=CC=N[C:12]=2[C:13]([C:16]2[C:21]([F:22])=[C:20]([O:23][CH3:24])[CH:19]=[C:18]([O:25][CH3:26])[C:17]=2[F:27])=[CH:14][CH:15]=1)=O)C.[CH3:28][N:29]([CH3:39])[CH2:30][C:31]1[N:32]=[C:33]([N+:36]([O-])=O)[NH:34][CH:35]=1.CO.[CH2:42]1[CH2:46]OC[CH2:43]1.CO. (9) Given the product [CH3:23][O:24][CH:25]([O:29][CH3:30])[CH2:26][N:27]([CH3:28])[C:3]([C:5]1[NH:6][CH:7]=[C:8]([C:10](=[O:20])[CH2:11][C:12]2[CH:17]=[CH:16][CH:15]=[C:14]([F:18])[C:13]=2[F:19])[CH:9]=1)=[O:4], predict the reactants needed to synthesize it. The reactants are: ClC(Cl)(Cl)[C:3]([C:5]1[NH:6][CH:7]=[C:8]([C:10](=[O:20])[CH2:11][C:12]2[CH:17]=[CH:16][CH:15]=[C:14]([F:18])[C:13]=2[F:19])[CH:9]=1)=[O:4].[CH3:23][O:24][CH:25]([O:29][CH3:30])[CH2:26][NH:27][CH3:28].